From a dataset of Forward reaction prediction with 1.9M reactions from USPTO patents (1976-2016). Predict the product of the given reaction. (1) Given the reactants [CH3:1][S:2]([CH2:4][S:5][CH3:6])=[O:3].C([Li])CCC.CCCCCC.Br[CH2:19][CH:20]([CH2:39]Br)[O:21][Si:22]([C:35]([CH3:38])([CH3:37])[CH3:36])([C:29]1[CH:34]=[CH:33][CH:32]=[CH:31][CH:30]=1)[C:23]1[CH:28]=[CH:27][CH:26]=[CH:25][CH:24]=1, predict the reaction product. The product is: [C:35]([Si:22]([O:21][CH:20]1[CH2:39][C:4]([S:2]([CH3:1])=[O:3])([S:5][CH3:6])[CH2:19]1)([C:29]1[CH:34]=[CH:33][CH:32]=[CH:31][CH:30]=1)[C:23]1[CH:28]=[CH:27][CH:26]=[CH:25][CH:24]=1)([CH3:38])([CH3:37])[CH3:36]. (2) Given the reactants [CH2:1]([O:17][C@H:18]([CH2:21][O:22][CH2:23][CH2:24][CH2:25][CH2:26][CH2:27][CH2:28][CH2:29][CH2:30][CH2:31][CH2:32][CH2:33][CH2:34][CH2:35][CH2:36][CH2:37][CH3:38])[CH2:19][OH:20])[CH2:2][CH2:3][CH2:4][CH2:5][CH2:6][CH2:7][CH2:8][CH2:9][CH2:10][CH2:11][CH2:12][CH2:13][CH2:14][CH2:15][CH3:16].N1C=CC=CC=1.[O:45](S(C(F)(F)F)(=O)=O)[S:46]([C:49]([F:52])([F:51])[F:50])(=O)=[O:47], predict the reaction product. The product is: [F:50][C:49]([F:52])([F:51])[S:46]([O:20][CH2:19][C@H:18]([O:17][CH2:1][CH2:2][CH2:3][CH2:4][CH2:5][CH2:6][CH2:7][CH2:8][CH2:9][CH2:10][CH2:11][CH2:12][CH2:13][CH2:14][CH2:15][CH3:16])[CH2:21][O:22][CH2:23][CH2:24][CH2:25][CH2:26][CH2:27][CH2:28][CH2:29][CH2:30][CH2:31][CH2:32][CH2:33][CH2:34][CH2:35][CH2:36][CH2:37][CH3:38])(=[O:47])=[O:45]. (3) Given the reactants [C:1]1([CH:7]2[CH2:12][CH2:11][CH2:10][CH2:9][C:8]2=[O:13])[CH:6]=[CH:5][CH:4]=[CH:3][CH:2]=1.C[Si]([N-][Si](C)(C)C)(C)C.[Na+].C(O[CH2:28][CH:29]=[CH2:30])(=O)C, predict the reaction product. The product is: [CH2:30]([C:7]1([C:1]2[CH:6]=[CH:5][CH:4]=[CH:3][CH:2]=2)[CH2:12][CH2:11][CH2:10][CH2:9][C:8]1=[O:13])[CH:29]=[CH2:28]. (4) Given the reactants [CH2:1]([NH:3][C:4]1[C:9](I)=[C:8]([CH3:11])[N:7]=[C:6]([NH2:12])[N:5]=1)[CH3:2].[C:13]([O:17][CH2:18][CH3:19])(=[O:16])[CH:14]=[CH2:15].C(N([CH2:25][CH3:26])CC)C.[OH2:27], predict the reaction product. The product is: [NH2:12][C:6]1[N:7]=[C:8]([CH3:11])[C:9](/[CH:15]=[CH:14]/[C:13]([O:17][CH2:18][CH3:19])=[O:16])=[C:4]([NH:3][CH:1]2[CH2:26][CH2:25][O:27][CH2:2]2)[N:5]=1. (5) The product is: [CH3:19][N:20]1[C:24]([C:2]2[CH:7]=[CH:6][N:5]3[CH:8]=[CH:9][N:10]=[C:4]3[CH:3]=2)=[CH:23][CH:22]=[N:21]1. Given the reactants Br[C:2]1[CH:7]=[CH:6][N:5]2[CH:8]=[CH:9][N:10]=[C:4]2[CH:3]=1.BrC1C=CN=C(N)C=1.[CH3:19][N:20]1[C:24](B2OC(C)(C)C(C)(C)O2)=[CH:23][CH:22]=[N:21]1.C(=O)([O-])[O-].[K+].[K+], predict the reaction product.